Dataset: Experimentally validated miRNA-target interactions with 360,000+ pairs, plus equal number of negative samples. Task: Binary Classification. Given a miRNA mature sequence and a target amino acid sequence, predict their likelihood of interaction. (1) The miRNA is hsa-miR-7976 with sequence UGCCCUGAGACUUUUGCUC. The protein sequence of the target gene is MEESSLSRAPSRGGVNFLNVARTYIPNTKVECHYTLPPGTMPSASDWIGIFKVEAACVRDYHTFVWSSVPESTTDGSPTHASVQFQASYLPKPGAQLYQFRYVNRQGRVCGQSPPFQFREPRPMDELVTLEEADGGSDILLVVPKATVLQNQLDESQQERNDLMQLKLQLEDQVTELRSRVQELEAALATARQEHSELTEQYKGLSRSHGELSEERDILSQQQGDHVARILELEDDIQTMSDKVLMKEVELDRVRDTVKALTREQEKLLRQLKEFQADKEQSEAELQTVREENCCLNTEL.... Result: 0 (no interaction). (2) The protein sequence of the target gene is MSDRSGPTAKGKDGKKYSSLNLFDTYKGKSLEIQKPAVAPRHGLQSLGKVAIARRMPPPANLPSLKAENKGNDPNVSLVPKDGTGWASKQEQSDPKSSDASTAQPPESQPLPASQTPASNQPKRPPAAPENTPLVPSGVKSWAQASVTHGAHGDGGRASSLLSRFSREEFPTLQAAGDQDKAAKERESAEQSSGPGPSLRPQNSTTWRDGGGRGPDELEGPDSKLHHGHDPRGGLQPSGPPQFPPYRGMMPPFMYPPYLPFPPPYGPQGPYRYPTPDGPSRFPRVAGPRGSGPPMRLVEP.... Result: 1 (interaction). The miRNA is hsa-miR-6870-5p with sequence UGGGGGAGAUGGGGGUUGA. (3) The miRNA is hsa-miR-6857-3p with sequence UGACUGAGCUUCUCCCCACAG. The protein sequence of the target gene is MEAKEKQHLLDARPAIRSYTGSLWQEGAGWIPLPRPGLDLQAIELAAQSNHHCHAQKGPDSHCDPKKGKAQRQLYVASAICLLFMIGEVVEILGALVSVLSIWVVTGVLVYLAVERLISGDYEIDGGTMLITSGCAVAVNIIMGLTLHQSGHGHSHGTTNQQEENPSVRAAFIHVIGDFMQSMGVLVAAYILYFKPEYKYVDPICTFVFSILVLGTTLTILRDVILVLMEGTPKGVDFTAVRDLLLSVEGVEALHSLHIWALTVAQPVLSVHIAIAQNTDAQAVLKTASSRLQGKFHFHT.... Result: 0 (no interaction). (4) The miRNA is hsa-miR-4670-3p with sequence UGAAGUUACAUCAUGGUCGCUU. The protein sequence of the target gene is MTQGKKKKRAANRSIMLAKKIIIKDGGTPQGIGSPSVYHAVIVIFLEFFAWGLLTAPTLVVLHETFPKHTFLMNGLIQGVKGLLSFLSAPLIGALSDVWGRKSFLLLTVFFTCAPIPLMKISPWWYFAVISVSGVFAVTFSVVFAYVADITQEHERSMAYGLVSATFAASLVTSPAIGAYLGRVYGDSLVVVLATAIALLDICFILVAVPESLPEKMRPASWGAPISWEQADPFASLKKVGQDSIVLLICITVFLSYLPEAGQYSSFFLYLRQIMKFSPESVAAFIAVLGILSIIAQTIV.... Result: 0 (no interaction). (5) The miRNA is hsa-miR-193b-3p with sequence AACUGGCCCUCAAAGUCCCGCU. Result: 1 (interaction). The protein sequence of the target gene is MWDQRLVRLALLQHLRAFYGIKVKGVRGQCDRRRHETAATEIGGKIFGVPFNALPHSAVPEYGHIPSFLVDACTSLEDHIHTEGLFRKSGSVIRLKALKNKVDHGEGCLSSAPPCDIAGLLKQFFRELPEPILPADLHEALLKAQQLGTEEKNKATLLLSCLLADHTVHVLRYFFNFLRNVSLRSSENKMDSSNLAVIFAPNLLQTSEGHEKMSSNTEKKLRLQAAVVQTLIDYASDIGRVPDFILEKIPAMLGIDGLCATPSLEGFEEGEYETPGEYKRKRRQSVGDFVSGALNKFKPN.... (6) The miRNA is mmu-miR-677-5p with sequence UUCAGUGAUGAUUAGCUUCUGA. The protein sequence of the target gene is MGNILTCCINSHCGWPRGKDAPCYESDTDIYETVAAATSESTTVEPGKLDVGATEGQDLQHISNQKMPTGPPEDRLSLKFLPSSEEDNDDAKILPSPVQGSSEDNLSLVCLPRSEDDDCDDDDDDDAQILPSRVQGGCYRFDSSSCSSEDNLSLVCLPRSEDDDCDDDDDDAQILPSPVQACSEDSLFLRCSLRHKDEEEEDDDDIHITARIESDLTLESLSDEEIHPG. Result: 0 (no interaction). (7) The miRNA is hsa-miR-3162-5p with sequence UUAGGGAGUAGAAGGGUGGGGAG. Result: 1 (interaction). The protein sequence of the target gene is MAKRSRSEDEDDDLQYADHDYEVPQQKGLKKLWNRVKWTRDEDDKLKKLVEQHGTDDWTLIASHLQNRSDFQCQHRWQKVLNPELIKGPWTKEEDQRVIELVQKYGPKRWSLIAKHLKGRIGKQCRERWHNHLNPEVKKSSWTEEEDRIIYEAHKRLGNRWAEIAKLLPGRTDNSIKNHWNSTMRRKVEQEGYLQDGIKSERSSSKLQHKPCAAMDHMQTQNQFYIPVQIPGYQYVSPEGNCIEHVQPTSAFIQQPFIDEDPDKEKKIKELEMLLMSAENEVRRKRIPSQPGSFSSWSGS.... (8) The miRNA is hsa-miR-580-5p with sequence UAAUGAUUCAUCAGACUCAGAU. The protein sequence of the target gene is MLNMWKVRELVDKATNVVMNYSEIESKVREATNDDPWGPSGQLMGEIAKATFMYEQFPELMNMLWSRMLKDNKKNWRRVYKSLLLLAYLIRNGSERVVTSAREHIYDLRSLENYHFVDEHGKDQGINIRQKVKELVEFAQDDDRLREERKKAKKNKDKYVGVSSDSVGGFRYSERYDPEPKSKWDEEWDKNKSAFPFSDKLGELSDKIGSTIDDTISKFRRKDREDSPERCSDSDEEKKARRGRSPKGEFKDEEETVTTKHIHITQATETTTTRHKRTANPSKTIDLGAAAHYTGDKASP.... Result: 0 (no interaction). (9) The miRNA is hsa-miR-4441 with sequence ACAGGGAGGAGAUUGUA. The protein sequence of the target gene is MAELVQGQSAPVGMKAEGFVDALHRVRQIAAKIDSIPHLNNSTPLVDPSVYGYGVQKRPLDDGVGNQLGALVHQRTVITEEFKVPDKMVGFIIGRGGEQISRIQAESGCKIQIASESSGIPERPCVLTGTPESIEQAKRLLGQIVDRCRNGPGFHNDIDSNSTIQEILIPASKVGLVIGRGGETIKQLQERTGVKMVMIQDGPLPTGADKPLRITGDAFKVQQAREMVLEIIREKDQADFRGVRGDFNSRMGGGSIEVSVPRFAVGIVIGRNGEMIKKIQNDAGVRIQFKPDDGISPERA.... Result: 0 (no interaction).